This data is from Forward reaction prediction with 1.9M reactions from USPTO patents (1976-2016). The task is: Predict the product of the given reaction. (1) The product is: [Cl:21][C:20]1[C:15]2[O:14][C:11]3[CH2:12][CH2:13][N:8]([C:6]([O:5][C:1]([CH3:3])([CH3:4])[CH3:2])=[O:7])[CH:9]([C:31](=[O:33])[N:36]([CH3:37])[CH3:34])[C:10]=3[C:16]=2[CH:17]=[C:18]([S:22]([C:25]2[CH:26]=[CH:27][CH:28]=[CH:29][CH:30]=2)(=[O:24])=[O:23])[CH:19]=1. Given the reactants [C:1]([O:5][C:6]([N:8]1[CH2:13][CH2:12][C:11]2[O:14][C:15]3[C:20]([Cl:21])=[CH:19][C:18]([S:22]([C:25]4[CH:30]=[CH:29][CH:28]=[CH:27][CH:26]=4)(=[O:24])=[O:23])=[CH:17][C:16]=3[C:10]=2[CH:9]1[C:31]([OH:33])=O)=[O:7])([CH3:4])([CH3:3])[CH3:2].[CH2:34]([N:36](CC)[CH2:37]C)C.Cl.CNC.F[P-](F)(F)(F)(F)F.N1(O[P+](N(C)C)(N(C)C)N(C)C)C2C=CC=CC=2N=N1, predict the reaction product. (2) Given the reactants [CH3:1][C:2]1[CH:3]=[CH:4][C:5]([C:19]([NH:21][C:22]2[CH:23]=[CH:24][C:25]([CH2:32][N:33]3[CH2:38][CH2:37][N:36]([CH3:39])[CH2:35][CH2:34]3)=[C:26]([C:28]([F:31])([F:30])[F:29])[CH:27]=2)=[O:20])=[CH:6][C:7]=1[C:8]#[C:9][C:10]1[N:14]2[N:15]=[CH:16][CH:17]=[CH:18][C:13]2=[N:12][CH:11]=1.[ClH:40], predict the reaction product. The product is: [CH3:1][C:2]1[CH:3]=[CH:4][C:5]([C:19]([NH:21][C:22]2[CH:23]=[CH:24][C:25]([CH2:32][N:33]3[CH2:34][CH2:35][N:36]([CH3:39])[CH2:37][CH2:38]3)=[C:26]([C:28]([F:30])([F:31])[F:29])[CH:27]=2)=[O:20])=[CH:6][C:7]=1[C:8]#[C:9][C:10]1[N:14]2[N:15]=[CH:16][CH:17]=[CH:18][C:13]2=[N:12][CH:11]=1.[ClH:40]. (3) Given the reactants [Cl:1][C:2]1[CH:7]=[C:6]([Cl:8])[CH:5]=[CH:4][C:3]=1[S:9]([NH:12][CH2:13][CH2:14][CH2:15][CH2:16][NH:17][CH2:18][C@@H:19]([NH:24][C:25](=[O:31])[O:26][C:27]([CH3:30])([CH3:29])[CH3:28])[CH2:20][CH:21]([CH3:23])[CH3:22])(=[O:11])=[O:10].C(N(CC)CC)C.[C:39](Cl)([O:41][CH2:42][CH:43]1[C:55]2[C:50](=[CH:51][CH:52]=[CH:53][CH:54]=2)[C:49]2[C:44]1=[CH:45][CH:46]=[CH:47][CH:48]=2)=[O:40], predict the reaction product. The product is: [Cl:1][C:2]1[CH:7]=[C:6]([Cl:8])[CH:5]=[CH:4][C:3]=1[S:9]([NH:12][CH2:13][CH2:14][CH2:15][CH2:16][N:17]([CH2:18][C@@H:19]([NH:24][C:25]([O:26][C:27]([CH3:29])([CH3:28])[CH3:30])=[O:31])[CH2:20][CH:21]([CH3:23])[CH3:22])[C:39](=[O:40])[O:41][CH2:42][CH:43]1[C:55]2[CH:54]=[CH:53][CH:52]=[CH:51][C:50]=2[C:49]2[C:44]1=[CH:45][CH:46]=[CH:47][CH:48]=2)(=[O:10])=[O:11]. (4) The product is: [F:9][C:10]1[CH:15]=[C:14]([F:16])[CH:13]=[CH:12][C:11]=1[N:17]1[C:2](=[O:8])[C:3](=[O:5])[N:20]([CH:21]([CH3:26])[C:22]([CH3:24])([CH3:23])[CH3:25])[C:18]1=[S:19]. Given the reactants Cl[C:2](=[O:8])[C:3]([O:5]CC)=O.[F:9][C:10]1[CH:15]=[C:14]([F:16])[CH:13]=[CH:12][C:11]=1[NH:17][C:18]([NH:20][CH:21]([CH3:26])[C:22]([CH3:25])([CH3:24])[CH3:23])=[S:19], predict the reaction product. (5) Given the reactants OC1C=CC=C(O)C=1.ClC[Si](CCl)(C)O[Si](C)(C)C.C([O-])([O-])=O.[K+].[K+].[N+]([C:29]1[CH:30]=[C:31]([C:37]#[N:38])[C:32](=[CH:35][CH:36]=1)[C:33]#[N:34])([O-])=O.Cl, predict the reaction product. The product is: [C:37](#[N:38])[C:31]1[C:32](=[CH:35][CH:36]=[CH:29][CH:30]=1)[C:33]#[N:34].